From a dataset of Catalyst prediction with 721,799 reactions and 888 catalyst types from USPTO. Predict which catalyst facilitates the given reaction. (1) Reactant: Cl[CH2:2][C:3]([NH:5][C:6]1[CH:7]=[C:8]([CH:23]=[CH:24][C:25]=1[O:26][C:27]([F:30])([F:29])[F:28])[C:9]([NH:11][C:12]1[S:13][C:14]([C:17]2[CH:22]=[CH:21][CH:20]=[CH:19][CH:18]=2)=[N:15][N:16]=1)=[O:10])=[O:4].Cl.Cl.[CH3:33][N:34]1[CH2:39][CH2:38][NH:37][CH2:36][CH:35]1[CH3:40].[I-].[K+].C(N(C(C)C)C(C)C)C. Product: [CH3:40][CH:35]1[N:34]([CH3:33])[CH2:39][CH2:38][N:37]([CH2:2][C:3]([NH:5][C:6]2[CH:7]=[C:8]([CH:23]=[CH:24][C:25]=2[O:26][C:27]([F:30])([F:29])[F:28])[C:9]([NH:11][C:12]2[S:13][C:14]([C:17]3[CH:22]=[CH:21][CH:20]=[CH:19][CH:18]=3)=[N:15][N:16]=2)=[O:10])=[O:4])[CH2:36]1. The catalyst class is: 18. (2) Reactant: [CH3:1][C:2]([Si:5]([CH3:11])([CH3:10])[O:6][CH2:7][CH2:8][OH:9])([CH3:4])[CH3:3].F[C:13]1[CH:18]=[CH:17][C:16]([N+:19]([O-:21])=[O:20])=[CH:15][C:14]=1[F:22].[H-].[Na+]. Product: [CH3:4][C:2]([Si:5]([O:6][CH2:7][CH2:8][O:9][C:13]1[CH:18]=[CH:17][C:16]([N+:19]([O-:21])=[O:20])=[CH:15][C:14]=1[F:22])([CH3:11])[CH3:10])([CH3:1])[CH3:3]. The catalyst class is: 3. (3) Reactant: [N:1]1([C:7]2[CH:12]=[CH:11][N:10]=[C:9]3[NH:13][CH:14]=[C:15]([NH:16][C:17](=[O:19])[CH3:18])[C:8]=23)[CH2:6][CH2:5][NH:4][CH2:3][CH2:2]1.[C:20]([O:24][C:25]([N:27]([CH:40]([CH3:42])[CH3:41])[CH2:28][C@H:29]([C:33]1[CH:38]=[CH:37][C:36]([Cl:39])=[CH:35][CH:34]=1)[C:30](O)=[O:31])=[O:26])([CH3:23])([CH3:22])[CH3:21].C1C=CC2N(O)N=NC=2C=1.O.CCN=C=NCCCN(C)C.CCN(C(C)C)C(C)C.C([O-])([O-])=O.[Na+].[Na+]. Product: [C:17]([NH:16][C:15]1[C:8]2[C:9](=[N:10][CH:11]=[CH:12][C:7]=2[N:1]2[CH2:6][CH2:5][N:4]([C:30](=[O:31])[C@@H:29]([C:33]3[CH:34]=[CH:35][C:36]([Cl:39])=[CH:37][CH:38]=3)[CH2:28][N:27]([CH:40]([CH3:42])[CH3:41])[C:25](=[O:26])[O:24][C:20]([CH3:23])([CH3:21])[CH3:22])[CH2:3][CH2:2]2)[NH:13][CH:14]=1)(=[O:19])[CH3:18]. The catalyst class is: 2. (4) Reactant: [Br:1][C:2]1[C:7]([CH3:8])=[CH:6][C:5]([OH:9])=[CH:4][C:3]=1[CH3:10].[C:11]([O:15][C:16]([N:18]1[CH2:21][CH:20]([CH2:22]O)[CH2:19]1)=[O:17])([CH3:14])([CH3:13])[CH3:12].CC(OC(/N=N/C(OC(C)(C)C)=O)=O)(C)C.C1(P(C2C=CC=CC=2)C2C=CC=CC=2)C=CC=CC=1. Product: [C:11]([O:15][C:16]([N:18]1[CH2:21][CH:20]([CH2:22][O:9][C:5]2[CH:6]=[C:7]([CH3:8])[C:2]([Br:1])=[C:3]([CH3:10])[CH:4]=2)[CH2:19]1)=[O:17])([CH3:14])([CH3:12])[CH3:13]. The catalyst class is: 4. (5) Reactant: [H-].[Al+3].[Li+].[H-].[H-].[H-].[CH2:7]([C:9]12[CH2:17][CH2:16][CH2:15][C:14]1([NH:18][CH:19]=O)[CH:13]1[CH2:21][CH:10]2[CH2:11][CH2:12]1)[CH3:8]. Product: [CH2:7]([C:9]12[CH2:17][CH2:16][CH2:15][C:14]1([NH:18][CH3:19])[CH:13]1[CH2:21][CH:10]2[CH2:11][CH2:12]1)[CH3:8]. The catalyst class is: 1. (6) Reactant: [C:1]([O:5][C:6]([N:8]1[CH2:12][CH2:11][C@@H:10]([OH:13])[C@H:9]1[C:14]([OH:16])=O)=[O:7])([CH3:4])([CH3:3])[CH3:2].Cl.[F:18][C:19]1[CH:20]=[C:21]([C:29]2[N:34]=[CH:33][N:32]=[C:31]([CH2:35][NH2:36])[CH:30]=2)[CH:22]=[CH:23][C:24]=1[C:25]([F:28])([F:27])[F:26].CN(C(ON1N=NC2C=CC=NC1=2)=[N+](C)C)C.F[P-](F)(F)(F)(F)F.CCN(C(C)C)C(C)C. Product: [F:18][C:19]1[CH:20]=[C:21]([C:29]2[N:34]=[CH:33][N:32]=[C:31]([CH2:35][NH:36][C:14]([C@@H:9]3[C@H:10]([OH:13])[CH2:11][CH2:12][N:8]3[C:6]([O:5][C:1]([CH3:2])([CH3:3])[CH3:4])=[O:7])=[O:16])[CH:30]=2)[CH:22]=[CH:23][C:24]=1[C:25]([F:27])([F:26])[F:28]. The catalyst class is: 7. (7) Reactant: [CH3:1][C:2]([CH3:9])([CH2:7][OH:8])[C@@H:3]([OH:6])[CH2:4][OH:5].[CH3:10][C:11]1[CH:16]=[CH:15][C:14](S([O-])(=O)=O)=[CH:13][CH:12]=1.C1C=C[NH+]=CC=1.COC(OC)C1C=CC=CC=1. Product: [CH3:1][C:2]1([CH3:9])[CH2:7][O:8][CH:10]([C:11]2[CH:16]=[CH:15][CH:14]=[CH:13][CH:12]=2)[O:6][C@H:3]1[CH2:4][OH:5]. The catalyst class is: 4. (8) Product: [CH3:31][O:30][C:24](=[O:25])[C@H:3]([N:2]1[C:5]2[C:10](=[CH:9][C:8]([OH:22])=[CH:7][CH:6]=2)[CH:11]=[CH:12]1)[CH3:4]. The catalyst class is: 6. Reactant: C[N:2]1[CH2:12][CH:11](C2C=CC=C(N=C=S)C=2)[C:10]2[CH:9]=[C:8]([OH:22])[C:7](Cl)=[CH:6][C:5]=2[CH2:4][CH2:3]1.[C:24]([OH:30])(C(F)(F)F)=[O:25].[C:31](#N)C. (9) Reactant: [CH3:1][C:2]1[CH:11]=[CH:10][CH:9]=[CH:8][C:3]=1[C:4](=[O:7])[CH2:5]Br.[C:12]([O:16][C:17](=[O:30])[NH:18][CH2:19][CH2:20][CH2:21][NH:22][C:23]([N:25]=[CH:26]N(C)C)=[S:24])([CH3:15])([CH3:14])[CH3:13].CCN(CC)CC. Product: [C:12]([O:16][C:17](=[O:30])[NH:18][CH2:19][CH2:20][CH2:21][NH:22][C:23]1[S:24][C:5]([C:4](=[O:7])[C:3]2[CH:8]=[CH:9][CH:10]=[CH:11][C:2]=2[CH3:1])=[CH:26][N:25]=1)([CH3:13])([CH3:15])[CH3:14]. The catalyst class is: 8. (10) Reactant: [CH3:1][N:2]1[C:6]([C:7]([OH:9])=O)=[CH:5][N:4]=[CH:3]1.CN(C)C=O.C(Cl)(=O)C(Cl)=O.[NH2:21][C:22]1[CH:23]=[C:24]([CH:39]=[CH:40][CH:41]=1)[O:25][C:26]1[CH:27]=[CH:28][C:29]2[N:30]([CH:32]=[C:33]([NH:35][C:36](=[O:38])[CH3:37])[N:34]=2)[N:31]=1. Product: [C:36]([NH:35][C:33]1[N:34]=[C:29]2[CH:28]=[CH:27][C:26]([O:25][C:24]3[CH:23]=[C:22]([NH:21][C:7]([C:6]4[N:2]([CH3:1])[CH:3]=[N:4][CH:5]=4)=[O:9])[CH:41]=[CH:40][CH:39]=3)=[N:31][N:30]2[CH:32]=1)(=[O:38])[CH3:37]. The catalyst class is: 722.